Dataset: Forward reaction prediction with 1.9M reactions from USPTO patents (1976-2016). Task: Predict the product of the given reaction. (1) Given the reactants [CH2:1]([Li])[CH2:2][CH2:3][CH3:4].[I:6]I.C[Si](C)(C)[N-][Si](C)(C)C.[Na+].[CH2:18]([Si:20]([CH2:38][CH3:39])([CH2:36][CH3:37])[O:21][C@@H:22]([C:26]1[CH:27]=[C:28]2[C:33](=[CH:34][CH:35]=1)[N:32]=[CH:31][CH:30]=[CH:29]2)CC=O)[CH3:19], predict the reaction product. The product is: [I:6][C:3](=[CH:2][CH2:1][C@H:22]([C:26]1[CH:27]=[C:28]2[C:33](=[CH:34][CH:35]=1)[N:32]=[CH:31][CH:30]=[CH:29]2)[O:21][Si:20]([CH2:38][CH3:39])([CH2:36][CH3:37])[CH2:18][CH3:19])[CH3:4]. (2) Given the reactants [CH3:1][O:2][C:3](=[O:12])[C:4]1[CH:9]=[C:8]([F:10])[CH:7]=[C:6](Br)[CH:5]=1.[Cu](C#N)[C:14]#[N:15].C([O-])([O-])=O.[K+].[K+].C(OCC)(=O)C, predict the reaction product. The product is: [CH3:1][O:2][C:3](=[O:12])[C:4]1[CH:9]=[C:8]([F:10])[CH:7]=[C:6]([C:14]#[N:15])[CH:5]=1. (3) The product is: [CH:23]1([CH:26]([C:32]2[CH:37]=[CH:36][C:35]([F:38])=[C:34]([O:39][CH2:2][C:3]3[CH:4]=[CH:5][C:6]([C:14]4[CH:19]=[C:18]([O:20][CH3:21])[CH:17]=[CH:16][C:15]=4[F:22])=[C:7]([CH2:9][C:10]([CH3:13])([CH3:12])[CH3:11])[N:8]=3)[CH:33]=2)[CH2:27][C:28]([O:30][CH3:31])=[O:29])[CH2:24][CH2:25]1. Given the reactants Cl[CH2:2][C:3]1[N:8]=[C:7]([CH2:9][C:10]([CH3:13])([CH3:12])[CH3:11])[C:6]([C:14]2[CH:19]=[C:18]([O:20][CH3:21])[CH:17]=[CH:16][C:15]=2[F:22])=[CH:5][CH:4]=1.[CH:23]1([CH:26]([C:32]2[CH:37]=[CH:36][C:35]([F:38])=[C:34]([OH:39])[CH:33]=2)[CH2:27][C:28]([O:30][CH3:31])=[O:29])[CH2:25][CH2:24]1.C(=O)([O-])[O-].[Cs+].[Cs+], predict the reaction product. (4) Given the reactants [CH3:1][C:2]1[CH:26]=[CH:25][C:5]([C:6]([NH:8][C:9]2[CH:14]=[C:13]([C:15]([F:18])([F:17])[F:16])[CH:12]=[C:11]([N:19]3[CH:23]=[C:22]([CH3:24])[N:21]=[CH:20]3)[CH:10]=2)=[O:7])=[CH:4][C:3]=1[NH:27][C:28]1[N:33]=[C:32]([C:34]2[CH:35]=[N:36][CH:37]=[CH:38][CH:39]=2)[CH:31]=[CH:30][N:29]=1.C1([S:46](O)(=[O:48])=[O:47])C=CC=CC=1, predict the reaction product. The product is: [CH2:6]([O:7][SH:46](=[O:48])=[O:47])[C:5]1[CH:25]=[CH:26][CH:2]=[CH:3][CH:4]=1.[CH3:1][C:2]1[CH:26]=[CH:25][C:5]([C:6]([NH:8][C:9]2[CH:14]=[C:13]([C:15]([F:16])([F:17])[F:18])[CH:12]=[C:11]([N:19]3[CH:23]=[C:22]([CH3:24])[N:21]=[CH:20]3)[CH:10]=2)=[O:7])=[CH:4][C:3]=1[NH:27][C:28]1[N:33]=[C:32]([C:34]2[CH:35]=[N:36][CH:37]=[CH:38][CH:39]=2)[CH:31]=[CH:30][N:29]=1. (5) The product is: [CH3:3][N:2]([CH3:1])[CH2:4][C:5]1([C:11]2[CH:16]=[CH:15][C:14]([O:17][CH2:19][CH2:20][CH2:21][CH2:22][N:30]3[CH2:34][CH2:33][CH2:32][CH2:31]3)=[CH:13][CH:12]=2)[CH2:6][CH2:7][O:8][CH2:9][CH2:10]1. Given the reactants [CH3:1][N:2]([CH2:4][C:5]1([C:11]2[CH:16]=[CH:15][C:14]([OH:17])=[CH:13][CH:12]=2)[CH2:10][CH2:9][O:8][CH2:7][CH2:6]1)[CH3:3].Br[CH2:19][CH2:20][CH2:21][CH2:22]Cl.C([O-])([O-])=O.[K+].[K+].[NH:30]1[CH2:34][CH2:33][CH2:32][CH2:31]1, predict the reaction product. (6) Given the reactants [C:1](Cl)(=[O:5])[CH2:2][CH2:3][CH3:4].[NH2:7][C:8]1[C:16]2[C:11](=[N:12][CH:13]=[C:14]([Br:31])[C:15]=2[N:17]2[CH2:22][CH2:21][CH2:20][C@@H:19]([NH:23][C:24](=[O:30])[O:25][C:26]([CH3:29])([CH3:28])[CH3:27])[CH2:18]2)[NH:10][CH:9]=1.C(N(CC)CC)C.[Li+].[OH-], predict the reaction product. The product is: [Br:31][C:14]1[C:15]([N:17]2[CH2:22][CH2:21][CH2:20][C@@H:19]([NH:23][C:24](=[O:30])[O:25][C:26]([CH3:28])([CH3:27])[CH3:29])[CH2:18]2)=[C:16]2[C:8]([NH:7][C:1](=[O:5])[CH2:2][CH2:3][CH3:4])=[CH:9][NH:10][C:11]2=[N:12][CH:13]=1.